From a dataset of Catalyst prediction with 721,799 reactions and 888 catalyst types from USPTO. Predict which catalyst facilitates the given reaction. Reactant: CN(C=O)C.[CH3:6][O:7][C:8]([C:10]1[S:18][C:13]2=[N:14][CH:15]=[CH:16][CH:17]=[C:12]2[C:11]=1[OH:19])=[O:9].C(=O)([O-])[O-].[K+].[K+].Br[CH2:27][C:28]([NH2:30])=[O:29]. Product: [CH3:6][O:7][C:8]([C:10]1[S:18][C:13]2=[N:14][CH:15]=[CH:16][CH:17]=[C:12]2[C:11]=1[O:19][CH2:27][C:28](=[O:29])[NH2:30])=[O:9]. The catalyst class is: 6.